Dataset: Forward reaction prediction with 1.9M reactions from USPTO patents (1976-2016). Task: Predict the product of the given reaction. Given the reactants [Br:1][C:2]1[CH:17]=[CH:16][C:15]([F:18])=[CH:14][C:3]=1[O:4][C:5]1[CH:13]=[CH:12][C:8]([C:9]([OH:11])=O)=[CH:7][CH:6]=1.Cl.[NH2:20][CH:21]([CH2:26][OH:27])[C:22]([O:24][CH3:25])=[O:23].C1C=CC2N(O)N=NC=2C=1.CN1CCOCC1.C(Cl)CCl, predict the reaction product. The product is: [Br:1][C:2]1[CH:17]=[CH:16][C:15]([F:18])=[CH:14][C:3]=1[O:4][C:5]1[CH:6]=[CH:7][C:8]([C:9]([NH:20][CH:21]([CH2:26][OH:27])[C:22]([O:24][CH3:25])=[O:23])=[O:11])=[CH:12][CH:13]=1.